Task: Regression/Classification. Given a drug SMILES string, predict its absorption, distribution, metabolism, or excretion properties. Task type varies by dataset: regression for continuous measurements (e.g., permeability, clearance, half-life) or binary classification for categorical outcomes (e.g., BBB penetration, CYP inhibition). Dataset: cyp3a4_veith.. Dataset: CYP3A4 inhibition data for predicting drug metabolism from PubChem BioAssay (1) The compound is COc1cccc(-c2nnc3sc(-c4ccc(C)cc4)nn23)c1. The result is 1 (inhibitor). (2) The drug is CCN(Cc1cc(Cl)cc(C)c1O)Cc1c(O)ccc2ccccc12. The result is 0 (non-inhibitor). (3) The compound is COc1cc(/C=N/NC(=O)c2cccc([N+](=O)[O-])c2)ccc1OCc1ccc(C)cc1. The result is 1 (inhibitor). (4) The compound is COC(=O)[C@@]1(Cc2ccc(OC)cc2)[C@H]2c3cc(C(=O)N(C)C)n(CCc4c[nH]c5ccc(O)cc45)c3C[C@H]2CN1C(=O)c1ccccc1. The result is 1 (inhibitor). (5) The compound is COc1c(/C=N/Nc2nc(N3CCCCC3)nc(N3CCCCC3)n2)cccc1[N+](=O)[O-]. The result is 1 (inhibitor). (6) The drug is COc1ccc(CNc2ccnc(-c3ccccc3CN(C)C)n2)c(OC)c1. The result is 1 (inhibitor). (7) The molecule is c1ccc(CSc2nnc(-c3sccc3-n3cccc3)o2)cc1. The result is 1 (inhibitor). (8) The molecule is Clc1ccc(SCc2cc(-c3ccccc3)no2)cc1. The result is 0 (non-inhibitor). (9) The compound is COc1ccc2[nH]cc(CCNc3cc(-c4cccc(C#N)c4)ncn3)c2c1. The result is 1 (inhibitor).